Predict the reactants needed to synthesize the given product. From a dataset of Full USPTO retrosynthesis dataset with 1.9M reactions from patents (1976-2016). (1) Given the product [Br:14][C:15]1[CH:23]=[CH:22][C:18]([C:19]([N:3]([CH2:1][CH3:2])[C@@H:4]([CH:11]([CH3:12])[CH3:13])[CH2:5][N:6]2[CH2:10][CH2:9][CH2:8][CH2:7]2)=[O:20])=[CH:17][CH:16]=1, predict the reactants needed to synthesize it. The reactants are: [CH2:1]([NH:3][C@@H:4]([CH:11]([CH3:13])[CH3:12])[CH2:5][N:6]1[CH2:10][CH2:9][CH2:8][CH2:7]1)[CH3:2].[Br:14][C:15]1[CH:23]=[CH:22][C:18]([C:19](Cl)=[O:20])=[CH:17][CH:16]=1. (2) Given the product [NH2:10][C:7]1[CH:8]=[CH:9][C:4]([C:3]([N:2]([CH3:14])[CH3:1])=[O:13])=[CH:5][CH:6]=1, predict the reactants needed to synthesize it. The reactants are: [CH3:1][N:2]([CH3:14])[C:3](=[O:13])[C:4]1[CH:9]=[CH:8][C:7]([N+:10]([O-])=O)=[CH:6][CH:5]=1. (3) Given the product [Cl:23][C:24]1[N:25]=[CH:26][NH:27][C:28]=1[C:29]([NH:1][CH2:2][C:3]1[CH:8]=[CH:7][C:6]([Cl:9])=[C:5]([O:10][C:11]2[CH:18]=[C:17]([CH:19]([CH3:20])[CH3:21])[CH:16]=[C:13]([C:14]#[N:15])[CH:12]=2)[C:4]=1[F:22])=[O:30], predict the reactants needed to synthesize it. The reactants are: [NH2:1][CH2:2][C:3]1[C:4]([F:22])=[C:5]([O:10][C:11]2[CH:12]=[C:13]([CH:16]=[C:17]([CH:19]([CH3:21])[CH3:20])[CH:18]=2)[C:14]#[N:15])[C:6]([Cl:9])=[CH:7][CH:8]=1.[Cl:23][C:24]1[N:25]=[CH:26][NH:27][C:28]=1[C:29](O)=[O:30].CCN(C(C)C)C(C)C.CN(C(ON1N=NC2C=CC=NC1=2)=[N+](C)C)C.F[P-](F)(F)(F)(F)F. (4) Given the product [N+:1]([O-:3])([O:4][CH2:5][CH2:6][CH2:7][CH2:8][C:9]([Cl:15])=[O:11])=[O:2], predict the reactants needed to synthesize it. The reactants are: [N+:1]([O:4][CH2:5][CH2:6][CH2:7][CH2:8][C:9]([OH:11])=O)([O-:3])=[O:2].C(Cl)(=O)C([Cl:15])=O. (5) The reactants are: [N:1]1[C:6]([CH3:7])=[CH:5][CH:4]=[CH:3][C:2]=1[CH3:8].[OH:9]O. Given the product [N+:1]1([O-:9])[C:6]([CH3:7])=[CH:5][CH:4]=[CH:3][C:2]=1[CH3:8], predict the reactants needed to synthesize it. (6) Given the product [CH2:11]([O:13][C:14]([C:16]1[N:17]([CH2:35][C:36]2[CH:41]=[CH:40][CH:39]=[C:38]([Cl:42])[CH:37]=2)[C:18]2[C:23]([C:24]=1[NH:8][CH2:7][C:6]1[CH:9]=[CH:10][C:3]([O:2][CH3:1])=[CH:4][CH:5]=1)=[CH:22][C:21]([C:25]1[CH:26]=[CH:27][C:28]([O:31][CH:32]([CH3:34])[CH3:33])=[CH:29][CH:30]=1)=[CH:20][CH:19]=2)=[O:15])[CH3:12], predict the reactants needed to synthesize it. The reactants are: [CH3:1][O:2][C:3]1[CH:10]=[CH:9][C:6]([CH2:7][NH2:8])=[CH:5][CH:4]=1.[CH2:11]([O:13][C:14]([C:16]1[N:17]([CH2:35][C:36]2[CH:41]=[CH:40][CH:39]=[C:38]([Cl:42])[CH:37]=2)[C:18]2[C:23]([CH:24]=1)=[CH:22][C:21]([C:25]1[CH:30]=[CH:29][C:28]([O:31][CH:32]([CH3:34])[CH3:33])=[CH:27][CH:26]=1)=[CH:20][CH:19]=2)=[O:15])[CH3:12].C1C=CC(P(C2C(C3C(P(C4C=CC=CC=4)C4C=CC=CC=4)=CC=C4C=3C=CC=C4)=C3C(C=CC=C3)=CC=2)C2C=CC=CC=2)=CC=1.C([O-])([O-])=O.[Cs+].[Cs+]. (7) Given the product [CH2:1]([O:3][C:4]([CH:5]1[C:6](=[O:7])[NH:19][C:13]2[CH:14]=[C:15]([Cl:18])[CH:16]=[CH:17][C:12]=2[O:11]1)=[O:22])[CH3:2], predict the reactants needed to synthesize it. The reactants are: [CH2:1]([O:3][C:4](=[O:22])[CH:5]([O:11][C:12]1[CH:17]=[CH:16][C:15]([Cl:18])=[CH:14][C:13]=1[N+:19]([O-])=O)[C:6](OCC)=[O:7])[CH3:2].[O-]S(S([O-])=O)=O.[Na+].[Na+].O. (8) Given the product [C:1]([O:5][C:6]([N:8]1[CH2:13][CH2:12][N:11]([C:14]2[N:22]([C:35]3[CH:36]=[CH:37][CH:38]=[CH:39][C:34]=3[O:33][CH3:32])[C:21]3[C:20](=[O:23])[N:19]([CH2:24][C:25]([O:27][CH2:28][CH3:29])=[O:26])[C:18](=[O:30])[N:17]([CH3:31])[C:16]=3[N:15]=2)[CH2:10][CH2:9]1)=[O:7])([CH3:3])([CH3:4])[CH3:2], predict the reactants needed to synthesize it. The reactants are: [C:1]([O:5][C:6]([N:8]1[CH2:13][CH2:12][N:11]([C:14]2[NH:22][C:21]3[C:20](=[O:23])[N:19]([CH2:24][C:25]([O:27][CH2:28][CH3:29])=[O:26])[C:18](=[O:30])[N:17]([CH3:31])[C:16]=3[N:15]=2)[CH2:10][CH2:9]1)=[O:7])([CH3:4])([CH3:3])[CH3:2].[CH3:32][O:33][C:34]1[CH:39]=[CH:38][CH:37]=[CH:36][C:35]=1B(O)O.N1C=CC=CC=1.